Dataset: Forward reaction prediction with 1.9M reactions from USPTO patents (1976-2016). Task: Predict the product of the given reaction. (1) Given the reactants [CH3:1][C@H:2]([N:11]1[CH2:15][CH2:14][C@H:13]([NH:16]C(=O)OCC2C=CC=CC=2)[C:12]1=[O:27])[C:3]([N:5]1[CH2:10][CH2:9][O:8][CH2:7][CH2:6]1)=[O:4], predict the reaction product. The product is: [NH2:16][C@H:13]1[CH2:14][CH2:15][N:11]([C@@H:2]([CH3:1])[C:3]([N:5]2[CH2:6][CH2:7][O:8][CH2:9][CH2:10]2)=[O:4])[C:12]1=[O:27]. (2) Given the reactants [C:1]([O:5][C:6](=[O:23])NC1SC=C[C@](C2C=CC=C(F)C=2F)(C)N=1)([CH3:4])([CH3:3])[CH3:2].[Br:24][C:25]1[CH:26]=[C:27]([C@:32]2([CH3:39])[CH:37]=[CH:36][S:35][C:34]([NH2:38])=[N:33]2)[C:28]([F:31])=[N:29][CH:30]=1.CC(OC(OC(OC(C)(C)C)=O)=O)(C)C.O.[OH-].[Li+], predict the reaction product. The product is: [C:1]([O:5][C:6](=[O:23])[NH:38][C:34]1[S:35][CH:36]=[CH:37][C@:32]([C:27]2[C:28]([F:31])=[N:29][CH:30]=[C:25]([Br:24])[CH:26]=2)([CH3:39])[N:33]=1)([CH3:4])([CH3:3])[CH3:2]. (3) Given the reactants Cl.[CH3:2][O:3][C:4]1[CH:5]=[C:6]([CH:11]=[CH:12][C:13]=1[C:14]1[O:18][C:17]([CH3:19])=[N:16][CH:15]=1)[C:7]([NH:9][NH2:10])=[O:8].[Cl:20][CH2:21][CH2:22][CH2:23][CH:24]([C:28]1[CH:33]=[CH:32][C:31]([F:34])=[CH:30][C:29]=1[C:35]([F:38])([F:37])[F:36])[C:25](O)=O.C(N(CC)CC)C.CN(C(ON1N=NC2C=CC=NC1=2)=[N+](C)C)C.F[P-](F)(F)(F)(F)F, predict the reaction product. The product is: [Cl:20][CH2:21][CH2:22][CH2:23][CH:24]([C:25]1[O:8][C:7]([C:6]2[CH:11]=[CH:12][C:13]([C:14]3[O:18][C:17]([CH3:19])=[N:16][CH:15]=3)=[C:4]([O:3][CH3:2])[CH:5]=2)=[N:9][N:10]=1)[C:28]1[CH:33]=[CH:32][C:31]([F:34])=[CH:30][C:29]=1[C:35]([F:38])([F:36])[F:37]. (4) Given the reactants [NH2:1][C:2]1[C:3]([C:28]#[N:29])=[N:4][C:5]([C:10]2[CH:15]=[CH:14][C:13]([O:16][CH2:17][C:18]3[CH:23]=[CH:22][CH:21]=[CH:20][N:19]=3)=[C:12]([C:24]([F:27])([F:26])[F:25])[CH:11]=2)=[CH:6][C:7]=1[NH:8][CH3:9].Cl.[N:31]([O-])=O.[Na+].C(OCC)(=O)C, predict the reaction product. The product is: [CH3:9][N:8]1[C:7]2[CH:6]=[C:5]([C:10]3[CH:15]=[CH:14][C:13]([O:16][CH2:17][C:18]4[CH:23]=[CH:22][CH:21]=[CH:20][N:19]=4)=[C:12]([C:24]([F:27])([F:26])[F:25])[CH:11]=3)[N:4]=[C:3]([C:28]#[N:29])[C:2]=2[N:1]=[N:31]1. (5) The product is: [C:1]([NH:5][C:6]1[CH:7]=[C:8]([C:12]2[N:13]=[C:14]3[C:20]([C:21]([NH:23][C:24]([CH3:27])([CH3:26])[CH3:25])=[O:22])=[CH:19][NH:18][C:15]3=[N:16][CH:17]=2)[CH:9]=[CH:10][CH:11]=1)(=[O:4])[CH:2]=[CH2:3]. Given the reactants [C:1]([NH:5][C:6]1[CH:7]=[C:8]([C:12]2[N:13]=[C:14]3[C:20]([C:21]([NH:23][C:24]([CH3:27])([CH3:26])[CH3:25])=[O:22])=[CH:19][N:18](COCC[Si](C)(C)C)[C:15]3=[N:16][CH:17]=2)[CH:9]=[CH:10][CH:11]=1)(=[O:4])[CH:2]=[CH2:3].C(O)(C(F)(F)F)=O, predict the reaction product.